This data is from Reaction yield outcomes from USPTO patents with 853,638 reactions. The task is: Predict the reaction yield, written as a fraction of the theoretical maximum amount of product (1.0 means a 100% yield; for example, 0.34 means a 34% yield). (1) The reactants are [C:1]([O:5][C:6](=[O:15])[NH:7][C:8]1[CH:9]=[N:10][CH:11]=[C:12](I)[CH:13]=1)([CH3:4])([CH3:3])[CH3:2].[NH2:16][C:17]1[N:22]=[CH:21][C:20]([C:23]#[CH:24])=[CH:19][N:18]=1.CCN(CC)CC. The catalyst is CN(C=O)C.[Cu]I. The product is [C:1]([O:5][C:6](=[O:15])[NH:7][C:8]1[CH:9]=[N:10][CH:11]=[C:12]([C:24]#[C:23][C:20]2[CH:19]=[N:18][C:17]([NH2:16])=[N:22][CH:21]=2)[CH:13]=1)([CH3:4])([CH3:3])[CH3:2]. The yield is 0.690. (2) The reactants are [CH3:1][C:2]1[NH:3][C:4](=O)[C:5]2[N:11]=[C:10]([C:12]3[CH:17]=[CH:16][C:15]([O:18][CH3:19])=[C:14]([O:20][CH3:21])[CH:13]=3)[CH:9]=[CH:8][C:6]=2[N:7]=1.N1C(C)=CC=CC=1C.O=P(Cl)(Cl)[Cl:33]. The catalyst is C1(C)C=CC=CC=1.C(OCC)(=O)C. The product is [CH3:1][C:2]1[N:3]=[C:4]([Cl:33])[C:5]2[N:11]=[C:10]([C:12]3[CH:17]=[CH:16][C:15]([O:18][CH3:19])=[C:14]([O:20][CH3:21])[CH:13]=3)[CH:9]=[CH:8][C:6]=2[N:7]=1. The yield is 0.750. (3) The reactants are [CH3:1][O:2][C:3]1[N:8]=[CH:7][C:6]([N:9]2[C:13]([C:14]3[CH:19]=[CH:18][CH:17]=[CH:16][CH:15]=3)=[CH:12][C:11]([C:20](O)=[O:21])=[N:10]2)=[CH:5][CH:4]=1.[NH2:23][N:24]1[CH2:29][CH2:28][CH2:27][CH2:26][CH2:25]1. No catalyst specified. The product is [N:24]1([NH:23][C:20]([C:11]2[CH:12]=[C:13]([C:14]3[CH:15]=[CH:16][CH:17]=[CH:18][CH:19]=3)[N:9]([C:6]3[CH:7]=[N:8][C:3]([O:2][CH3:1])=[CH:4][CH:5]=3)[N:10]=2)=[O:21])[CH2:29][CH2:28][CH2:27][CH2:26][CH2:25]1. The yield is 0.650.